From a dataset of Reaction yield outcomes from USPTO patents with 853,638 reactions. Predict the reaction yield, written as a fraction of the theoretical maximum amount of product (1.0 means a 100% yield; for example, 0.34 means a 34% yield). (1) The reactants are [I-:1].[Na+].Cl[CH2:4][CH2:5][CH2:6][Si:7]([O:14][CH2:15][CH3:16])([O:11][CH2:12][CH3:13])[O:8][CH2:9][CH3:10]. The catalyst is CC(C)=O. The product is [I:1][CH2:4][CH2:5][CH2:6][Si:7]([O:14][CH2:15][CH3:16])([O:11][CH2:12][CH3:13])[O:8][CH2:9][CH3:10]. The yield is 0.100. (2) The reactants are [Br:1][C:2]1[CH:21]=[CH:20][CH:19]=[CH:18][C:3]=1[C:4]([N:6]1[CH2:11][CH2:10][N:9]([C:12](=[O:17])[CH2:13][C:14]([OH:16])=O)[CH2:8][CH2:7]1)=[O:5].CCN=C=NCCCN(C)C.C1C=CC2N(O)N=NC=2C=1.[C:43]1([C:49]2[CH:50]=[CH:51][C:52]([NH2:55])=[N:53][CH:54]=2)[CH:48]=[CH:47][CH:46]=[CH:45][CH:44]=1. The catalyst is CN(C1C=CN=CC=1)C.CN(C=O)C.O. The product is [Br:1][C:2]1[CH:21]=[CH:20][CH:19]=[CH:18][C:3]=1[C:4]([N:6]1[CH2:7][CH2:8][N:9]([C:12](=[O:17])[CH2:13][C:14]([NH:55][C:52]2[CH:51]=[CH:50][C:49]([C:43]3[CH:48]=[CH:47][CH:46]=[CH:45][CH:44]=3)=[CH:54][N:53]=2)=[O:16])[CH2:10][CH2:11]1)=[O:5]. The yield is 0.270. (3) The reactants are [CH3:1][O:2][C:3]1[C:4]([NH2:18])=[CH:5][C:6]2[CH2:12][CH2:11][N:10]([CH2:13][CH2:14][O:15][CH3:16])[CH2:9][CH2:8][C:7]=2[CH:17]=1.Cl[C:20]1[N:25]=[C:24]([NH:26][C:27]2[CH:36]=[CH:35][CH:34]=[CH:33][C:28]=2[C:29]([NH:31][CH3:32])=[O:30])[C:23]([Cl:37])=[CH:22][N:21]=1.Cl.O1CCOCC1. The catalyst is C(O)(C)C. The product is [Cl:37][C:23]1[C:24]([NH:26][C:27]2[CH:36]=[CH:35][CH:34]=[CH:33][C:28]=2[C:29]([NH:31][CH3:32])=[O:30])=[N:25][C:20]([NH:18][C:4]2[C:3]([O:2][CH3:1])=[CH:17][C:7]3[CH2:8][CH2:9][N:10]([CH2:13][CH2:14][O:15][CH3:16])[CH2:11][CH2:12][C:6]=3[CH:5]=2)=[N:21][CH:22]=1. The yield is 0.420. (4) The reactants are [CH2:1]([O:8][C:9]1[CH:16]=[CH:15][C:12]([CH:13]=O)=[CH:11][C:10]=1[O:17][CH3:18])[C:2]1[CH:7]=[CH:6][CH:5]=[CH:4][CH:3]=1.C([O-])(=O)C.[Na+].Cl.[NH2:25]O.[OH-].[Na+]. The catalyst is C(O)(=O)C. The product is [CH2:1]([O:8][C:9]1[CH:16]=[CH:15][C:12]([C:13]#[N:25])=[CH:11][C:10]=1[O:17][CH3:18])[C:2]1[CH:7]=[CH:6][CH:5]=[CH:4][CH:3]=1. The yield is 0.800. (5) The reactants are [CH3:1][N:2]1[C:6](=[O:7])[CH:5]=[CH:4][NH:3]1.O(Cl)S[Cl:10].[CH3:12][N:13]([CH3:16])[CH:14]=O. The catalyst is C(O)C. The product is [Cl-:10].[OH:7][C:6]1[N:2]([CH3:1])[N:3]=[CH:4][C:5]=1[CH:12]=[N+:13]([CH3:16])[CH3:14]. The yield is 0.680.